This data is from Forward reaction prediction with 1.9M reactions from USPTO patents (1976-2016). The task is: Predict the product of the given reaction. (1) Given the reactants [CH:1]1([C:5]2[N:9]3[CH:10]=[CH:11][N:12]=[C:13]([NH2:14])[C:8]3=[C:7]([C:15]3[N:23](COCC[Si](C)(C)C)[C:18]4=[N:19][CH:20]=[CH:21][CH:22]=[C:17]4[CH:16]=3)[N:6]=2)[CH2:4][CH2:3][CH2:2]1.Cl, predict the reaction product. The product is: [CH:1]1([C:5]2[N:9]3[CH:10]=[CH:11][N:12]=[C:13]([NH2:14])[C:8]3=[C:7]([C:15]3[NH:23][C:18]4=[N:19][CH:20]=[CH:21][CH:22]=[C:17]4[CH:16]=3)[N:6]=2)[CH2:2][CH2:3][CH2:4]1. (2) The product is: [CH3:1][C:2]1([CH3:16])[CH2:11][C:10]2[N:9]=[C:8]([S:12][CH3:18])[C:7]([C:13]#[N:14])=[CH:6][C:5]=2[C:4](=[O:15])[CH2:3]1. Given the reactants [CH3:1][C:2]1([CH3:16])[CH2:11][C:10]2[NH:9][C:8](=[S:12])[C:7]([C:13]#[N:14])=[CH:6][C:5]=2[C:4](=[O:15])[CH2:3]1.I[CH3:18], predict the reaction product. (3) Given the reactants F[C:2]1[CH:25]=[CH:24][C:23]([I:26])=[CH:22][C:3]=1[C:4]([C:6](=[CH:12][NH:13][CH2:14][CH2:15][N:16]1[CH2:21][CH2:20][O:19][CH2:18][CH2:17]1)[C:7]([O:9][CH2:10][CH3:11])=[O:8])=[O:5].C(=O)([O-])[O-].[K+].[K+], predict the reaction product. The product is: [I:26][C:23]1[CH:22]=[C:3]2[C:2](=[CH:25][CH:24]=1)[N:13]([CH2:14][CH2:15][N:16]1[CH2:21][CH2:20][O:19][CH2:18][CH2:17]1)[CH:12]=[C:6]([C:7]([O:9][CH2:10][CH3:11])=[O:8])[C:4]2=[O:5]. (4) The product is: [Br:1][C:2]1[CH:3]=[C:4]2[C:9](=[CH:10][CH:11]=1)[N:8]=[CH:7][C:6]([C:12]([CH:14]1[CH2:16][CH2:15]1)=[O:13])=[C:5]2[NH:25][C:24]1[CH:26]=[CH:27][CH:28]=[C:22]([CH2:21][N:19]([CH3:20])[CH3:18])[CH:23]=1. Given the reactants [Br:1][C:2]1[CH:3]=[C:4]2[C:9](=[CH:10][CH:11]=1)[N:8]=[CH:7][C:6]([C:12]([CH:14]1[CH2:16][CH2:15]1)=[O:13])=[C:5]2Cl.[CH3:18][N:19]([CH2:21][C:22]1[CH:23]=[C:24]([CH:26]=[CH:27][CH:28]=1)[NH2:25])[CH3:20], predict the reaction product. (5) Given the reactants [F:1][C:2]([F:8])([F:7])[C:3]([CH3:6])([OH:5])[CH3:4].C([Li])CCC.Cl[C:15]([O:17][C:18]1[CH:23]=[CH:22][C:21]([N+:24]([O-:26])=[O:25])=[CH:20][CH:19]=1)=[O:16], predict the reaction product. The product is: [C:15](=[O:16])([O:5][C:3]([CH3:6])([CH3:4])[C:2]([F:8])([F:7])[F:1])[O:17][C:18]1[CH:19]=[CH:20][C:21]([N+:24]([O-:26])=[O:25])=[CH:22][CH:23]=1. (6) Given the reactants [NH:1]1[CH2:4][CH:3]([N:5]2[C:9]3[N:10]=[CH:11][N:12]=[C:13]([NH2:14])[C:8]=3[C:7]([C:15]3[CH:20]=[CH:19][CH:18]=[C:17]([O:21][CH2:22][C:23]45[O:29][CH:26]([CH2:27][CH2:28]4)[CH2:25][CH2:24]5)[CH:16]=3)=[CH:6]2)[CH2:2]1.C(N(CC)CC)C.Br[CH:38]1[CH2:41][S:40](=[O:43])(=[O:42])[CH2:39]1, predict the reaction product. The product is: [O:42]=[S:40]1(=[O:43])[CH2:41][CH:38]([N:1]2[CH2:2][CH:3]([N:5]3[C:9]4[N:10]=[CH:11][N:12]=[C:13]([NH2:14])[C:8]=4[C:7]([C:15]4[CH:20]=[CH:19][CH:18]=[C:17]([O:21][CH2:22][C:23]56[O:29][CH:26]([CH2:25][CH2:24]5)[CH2:27][CH2:28]6)[CH:16]=4)=[CH:6]3)[CH2:4]2)[CH2:39]1. (7) Given the reactants [C:1]([O:5][C:6](=[O:28])[NH:7][C@@H:8]1[CH2:13][CH2:12][C@H:11]([NH:14]C(OCC2C=CC=CC=2)=O)[C@H:10]([CH2:25][O:26][CH3:27])[CH2:9]1)([CH3:4])([CH3:3])[CH3:2], predict the reaction product. The product is: [C:1]([O:5][C:6](=[O:28])[NH:7][C@@H:8]1[CH2:13][CH2:12][C@H:11]([NH2:14])[C@H:10]([CH2:25][O:26][CH3:27])[CH2:9]1)([CH3:4])([CH3:3])[CH3:2]. (8) Given the reactants [Br:1][C:2]1[C:3](=[O:34])[N:4]([CH2:19][C:20]2[CH:24]=[C:23]([C:25]([OH:27])=O)[N:22](C3CCCCO3)[N:21]=2)[C:5]([CH3:18])=[CH:6][C:7]=1[O:8][CH2:9][C:10]1[CH:15]=[CH:14][C:13]([F:16])=[CH:12][C:11]=1[F:17].[CH2:35]([N:37](CC)CC)C.ClC(OCC(C)C)=O.Cl.[OH-].[Na+], predict the reaction product. The product is: [Br:1][C:2]1[C:3](=[O:34])[N:4]([CH2:19][C:20]2[CH:24]=[C:23]([C:25]([NH:37][CH3:35])=[O:27])[NH:22][N:21]=2)[C:5]([CH3:18])=[CH:6][C:7]=1[O:8][CH2:9][C:10]1[CH:15]=[CH:14][C:13]([F:16])=[CH:12][C:11]=1[F:17]. (9) Given the reactants FC(F)(F)C(O)=O.[F:8][C:9]1([F:30])[CH2:14][N:13]([C:15]([C:17]2[N:18]=[C:19]([CH:22]([CH3:24])[CH3:23])[S:20][CH:21]=2)=[O:16])[CH2:12][C:11]2([CH2:29][CH2:28][NH:27][CH2:26][CH2:25]2)[O:10]1.[Si:31]([O:38][CH2:39][CH2:40][C:41]1[CH:42]=[C:43]([CH:46]=O)[S:44][CH:45]=1)([C:34]([CH3:37])([CH3:36])[CH3:35])([CH3:33])[CH3:32].[Si](OCCC1C=CSC=1C=O)(C(C)(C)C)(C)C.C(O[BH-](OC(=O)C)OC(=O)C)(=O)C.[Na+], predict the reaction product. The product is: [Si:31]([O:38][CH2:39][CH2:40][C:41]1[CH:42]=[C:43]([CH2:46][N:27]2[CH2:28][CH2:29][C:11]3([O:10][C:9]([F:8])([F:30])[CH2:14][N:13]([C:15]([C:17]4[N:18]=[C:19]([CH:22]([CH3:24])[CH3:23])[S:20][CH:21]=4)=[O:16])[CH2:12]3)[CH2:25][CH2:26]2)[S:44][CH:45]=1)([C:34]([CH3:35])([CH3:37])[CH3:36])([CH3:33])[CH3:32]. (10) Given the reactants S1[C:5]2[CH:6]=[CH:7][CH:8]=[CH:9][C:4]=2[C:3](=O)[NH:2]1.[C:11]1(S(=S)([O-])=O)C=CC=CC=1.[Na+].[Te].C[C:24]1[CH:33]=[CH:32][C:27]2[N:28]=[C:29]([SH:31])[NH:30][C:26]=2[CH:25]=1, predict the reaction product. The product is: [C:26]1([N:30]2[C:29]([SH:31])=[N:28][N:5]=[C:6]2[CH2:7][CH2:8][CH2:9][CH2:4][CH2:3][CH2:2][CH3:11])[CH:25]=[CH:24][CH:33]=[CH:32][CH:27]=1.